From a dataset of Reaction yield outcomes from USPTO patents with 853,638 reactions. Predict the reaction yield, written as a fraction of the theoretical maximum amount of product (1.0 means a 100% yield; for example, 0.34 means a 34% yield). The reactants are [N:1]([C@@H:4]1[CH2:9][CH2:8][C@@H:7]([C:10]([NH2:12])=[O:11])[CH2:6][C@H:5]1[OH:13])=[N+]=[N-].CO.[CH3:16][C:17]([OH:19])=[O:18]. The catalyst is [Pd]. The product is [C:17]([OH:19])(=[O:18])[CH3:16].[NH2:1][C@@H:4]1[CH2:9][CH2:8][C@@H:7]([C:10]([NH2:12])=[O:11])[CH2:6][C@H:5]1[OH:13]. The yield is 1.00.